From a dataset of Full USPTO retrosynthesis dataset with 1.9M reactions from patents (1976-2016). Predict the reactants needed to synthesize the given product. (1) The reactants are: [NH2:1][C:2]1[CH:3]=[C:4]2[C:8](=[CH:9][C:10]=1[N+:11]([O-])=O)[C:7](=[O:14])[N:6]([CH:15]([CH3:17])[CH3:16])[C:5]2=[O:18].CC(O)=O.[Cl:23][C:24]1[C:29]([CH:30]=O)=[C:28]([O:32][CH3:33])[N:27]=[CH:26][CH:25]=1. Given the product [Cl:23][C:24]1[CH:25]=[CH:26][N:27]=[C:28]([O:32][CH3:33])[C:29]=1[C:30]1[NH:11][C:10]2=[CH:9][C:8]3[C:7](=[O:14])[N:6]([CH:15]([CH3:17])[CH3:16])[C:5](=[O:18])[C:4]=3[CH:3]=[C:2]2[N:1]=1, predict the reactants needed to synthesize it. (2) Given the product [NH2:24][C:3]1[CH:4]=[C:5]([CH:8]2[C:17]([CH3:18])([CH3:19])[CH2:16][C:15]3[C:10](=[CH:11][CH:12]=[C:13]([C:20]([O:22][CH3:23])=[O:21])[CH:14]=3)[NH:9]2)[CH:6]=[CH:7][C:2]=1[Cl:1], predict the reactants needed to synthesize it. The reactants are: [Cl:1][C:2]1[CH:7]=[CH:6][C:5]([CH:8]2[C:17]([CH3:19])([CH3:18])[CH2:16][C:15]3[C:10](=[CH:11][CH:12]=[C:13]([C:20]([O:22][CH3:23])=[O:21])[CH:14]=3)[NH:9]2)=[CH:4][C:3]=1[N+:24]([O-])=O.Cl. (3) The reactants are: [CH:1]([O:4][C:5]1[C:14]2[O:13]C(C3C=CC=CC=3)[O:11][CH2:10][C:9]=2[CH:8]=[CH:7][C:6]=1[N+:21]([O-:23])=[O:22])([CH3:3])[CH3:2].C12(CS(O)(=O)=O)C(C)(C)C(CC1)CC2=O. Given the product [OH:11][CH2:10][C:9]1[C:14]([OH:13])=[C:5]([O:4][CH:1]([CH3:3])[CH3:2])[C:6]([N+:21]([O-:23])=[O:22])=[CH:7][CH:8]=1, predict the reactants needed to synthesize it. (4) Given the product [ClH:28].[CH:1]1([CH2:7][O:8][C:9]2[C:10]3[N:11]([C:15]([C:19]([NH:21][C@H:22]4[CH2:26][CH2:25][N:24]([CH3:27])[CH2:23]4)=[O:20])=[C:16]([CH3:18])[N:17]=3)[CH:12]=[CH:13][CH:14]=2)[CH2:6][CH2:5][CH2:4][CH2:3][CH2:2]1, predict the reactants needed to synthesize it. The reactants are: [CH:1]1([CH2:7][O:8][C:9]2[C:10]3[N:11]([C:15]([C:19]([NH:21][C@H:22]4[CH2:26][CH2:25][N:24]([CH3:27])[CH2:23]4)=[O:20])=[C:16]([CH3:18])[N:17]=3)[CH:12]=[CH:13][CH:14]=2)[CH2:6][CH2:5][CH2:4][CH2:3][CH2:2]1.[ClH:28].C(OCC)(=O)C. (5) The reactants are: Cl[C:2]1[CH:7]=[CH:6][N:5]=[CH:4][C:3]=1[NH:8]C(=O)OCC1C=CC=CC=1.[B:19]1([B:19]2[O:23][C:22]([CH3:25])([CH3:24])[C:21]([CH3:27])([CH3:26])[O:20]2)[O:23][C:22]([CH3:25])([CH3:24])[C:21]([CH3:27])([CH3:26])[O:20]1.C1(P(C2CCCCC2)C2CCCCC2)CCCCC1.CC([O-])=O.[K+].B(O)O. Given the product [CH3:26][C:21]1([CH3:27])[C:22]([CH3:25])([CH3:24])[O:23][B:19]([C:2]2[CH:7]=[CH:6][N:5]=[CH:4][C:3]=2[NH2:8])[O:20]1, predict the reactants needed to synthesize it.